This data is from Catalyst prediction with 721,799 reactions and 888 catalyst types from USPTO. The task is: Predict which catalyst facilitates the given reaction. (1) Reactant: S(=O)(=O)(O)O.[N+:6]([C:9]1[CH:18]=[C:17]([C:19]([O-:21])=[O:20])[CH:16]=[CH:15][C:10]=1[C:11]([O:13][CH3:14])=[O:12])([O-:8])=[O:7].[CH2:22]=[C:23]([CH3:25])[CH3:24]. Product: [CH3:14][O:13][C:11](=[O:12])[C:10]1[CH:15]=[CH:16][C:17]([C:19]([O:21][C:23]([CH3:25])([CH3:24])[CH3:22])=[O:20])=[CH:18][C:9]=1[N+:6]([O-:8])=[O:7]. The catalyst class is: 225. (2) The catalyst class is: 9. Product: [F:1][C:2]1[CH:14]=[C:13]2[C:5]([CH:6]([NH:15][C:16]([NH:18][C:19]3[CH:27]=[CH:26][CH:25]=[C:24]4[C:20]=3[CH:21]=[N:22][N:23]4[CH3:34])=[O:17])[CH2:7][C:8]3([O:12]2)[CH2:11][CH2:10][CH2:9]3)=[CH:4][CH:3]=1. Reactant: [F:1][C:2]1[CH:14]=[C:13]2[C:5]([CH:6]([NH:15][C:16]([NH:18][C:19]3[CH:27]=[CH:26][CH:25]=[C:24]4[C:20]=3[CH:21]=[N:22][NH:23]4)=[O:17])[CH2:7][C:8]3([O:12]2)[CH2:11][CH2:10][CH2:9]3)=[CH:4][CH:3]=1.[H-].[Na+].S(OC)(O[CH3:34])(=O)=O. (3) Reactant: [F:1][C:2]([F:18])([CH2:14][CH:15]([CH3:17])[CH3:16])[CH2:3][O:4][C:5]1[CH:10]=[C:9]([CH3:11])[C:8](Br)=[CH:7][C:6]=1[CH3:13].C1([Si]([NH2:38])(C2C=CC=CC=2)C2C=CC=CC=2)C=CC=CC=1.C1(P(C2CCCCC2)C2C=CC=CC=2C2C=CC=CC=2)CCCCC1.C[Si](C)(C)[N-][Si](C)(C)C.[Li+].Cl.C(=O)([O-])O.[Na+]. Product: [F:1][C:2]([F:18])([CH2:14][CH:15]([CH3:17])[CH3:16])[CH2:3][O:4][C:5]1[CH:10]=[C:9]([CH3:11])[C:8]([NH2:38])=[CH:7][C:6]=1[CH3:13]. The catalyst class is: 187. (4) Reactant: C([O:5][C:6](=[O:19])[C:7]([S:10][C:11]1[S:12][CH:13]=[C:14]([CH2:16][CH2:17][NH2:18])[N:15]=1)([CH3:9])[CH3:8])(C)(C)C.Cl[C:21]1[CH:26]=[CH:25][C:24]([C:27]#[N:28])=[CH:23][N:22]=1.[C:29]1([C:37]2[CH:42]=[CH:41][CH:40]=[CH:39][CH:38]=2)[CH:34]=[CH:33][C:32]([CH2:35]Cl)=[CH:31][CH:30]=1.FC(F)(F)C(O)=O. Product: [C:29]1([C:37]2[CH:38]=[CH:39][CH:40]=[CH:41][CH:42]=2)[CH:30]=[CH:31][C:32]([CH2:35][N:18]([C:21]2[CH:26]=[CH:25][C:24]([C:27]#[N:28])=[CH:23][N:22]=2)[CH2:17][CH2:16][C:14]2[N:15]=[C:11]([S:10][C:7]([CH3:8])([CH3:9])[C:6]([OH:5])=[O:19])[S:12][CH:13]=2)=[CH:33][CH:34]=1. The catalyst class is: 4. (5) Reactant: [CH3:1][N:2]1[C:10]([CH3:11])=[C:9]2[C:4]([CH:5]=[C:6]([NH2:12])[CH:7]=[CH:8]2)=[N:3]1.C[Al](C)C.C[O:18][C:19](=O)[C:20]1[CH:25]=[CH:24][CH:23]=[CH:22][C:21]=1[NH:26][CH2:27][C:28]1[CH:33]=[CH:32][N:31]=[C:30]([NH:34][C:35]([N:37]([CH3:39])[CH3:38])=[O:36])[CH:29]=1.C(=O)([O-])O.[Na+]. Product: [CH3:1][N:2]1[C:10]([CH3:11])=[C:9]2[C:4]([CH:5]=[C:6]([NH:12][C:19](=[O:18])[C:20]3[CH:25]=[CH:24][CH:23]=[CH:22][C:21]=3[NH:26][CH2:27][C:28]3[CH:33]=[CH:32][N:31]=[C:30]([NH:34][C:35]([N:37]([CH3:38])[CH3:39])=[O:36])[CH:29]=3)[CH:7]=[CH:8]2)=[N:3]1. The catalyst class is: 417. (6) Reactant: [C:1]([O:5][C:6]([NH:8][CH:9]([C:15]#[N:16])[C:10]([O:12][CH2:13][CH3:14])=[O:11])=[O:7])([CH3:4])([CH3:3])[CH3:2].C(=O)([O-])[O-].[K+].[K+].[I-].[K+].Cl[CH2:26][C:27]([O:29][CH:30]1[CH:35]([CH:36]([CH3:38])[CH3:37])[CH2:34][CH2:33][CH:32]([CH3:39])[CH2:31]1)=[O:28]. Product: [C:1]([O:5][C:6]([NH:8][C:9]([C:15]#[N:16])([CH2:26][C:27]([O:29][CH:30]1[CH:35]([CH:36]([CH3:38])[CH3:37])[CH2:34][CH2:33][CH:32]([CH3:39])[CH2:31]1)=[O:28])[C:10]([O:12][CH2:13][CH3:14])=[O:11])=[O:7])([CH3:2])([CH3:4])[CH3:3]. The catalyst class is: 21. (7) Reactant: [CH3:1][C:2]1[N:3]=[CH:4][N:5]([C:7]2[N:12]=[CH:11][C:10]([C:13](=[O:15])[CH3:14])=[CH:9][CH:8]=2)[CH:6]=1.[Br:16]Br. Product: [Br:16][CH2:14][C:13]([C:10]1[CH:11]=[N:12][C:7]([N:5]2[CH:6]=[C:2]([CH3:1])[N:3]=[CH:4]2)=[CH:8][CH:9]=1)=[O:15]. The catalyst class is: 844. (8) Reactant: C(O[BH3-])(=O)C.[Na+].[Cl:7]CCCl.CN(C)C=O.[ClH:16].Cl.[NH2:18][C:19]1[N:24]=[C:23]([C:25]2[CH:30]=[C:29](C)[CH:28]=[CH:27][C:26]=2[OH:32])[CH:22]=[C:21]([CH:33]2[CH2:38][CH2:37][NH:36][CH2:35][CH2:34]2)[N:20]=1.[NH:39]1[C:47]2[C:42](=[CH:43][CH:44]=[CH:45][CH:46]=2)[C:41]([CH:48]=O)=[CH:40]1. Product: [ClH:7].[ClH:16].[NH2:18][C:19]1[N:24]=[C:23]([C:25]2[CH:30]=[CH:29][CH:28]=[CH:27][C:26]=2[OH:32])[CH:22]=[C:21]([CH:33]2[CH2:34][CH2:35][N:36]([CH2:48][C:41]3[C:42]4[C:47](=[CH:46][CH:45]=[CH:44][CH:43]=4)[NH:39][CH:40]=3)[CH2:37][CH2:38]2)[N:20]=1. The catalyst class is: 22. (9) The catalyst class is: 9. Reactant: [CH3:1][C:2]1([CH3:27])[CH2:7][CH:6]([NH:8][C:9]2[N:14]=[C:13]([C:15]3[S:19][C:18]4[CH:20]=[C:21]([OH:24])[CH:22]=[CH:23][C:17]=4[CH:16]=3)[CH:12]=[CH:11][N:10]=2)[CH2:5][C:4]([CH3:26])([CH3:25])[NH:3]1.[H-].[Na+].[CH2:30](Br)[CH:31]=[CH2:32].O. Product: [CH2:32]([O:24][C:21]1[CH:22]=[CH:23][C:17]2[CH:16]=[C:15]([C:13]3[CH:12]=[CH:11][N:10]=[C:9]([NH:8][CH:6]4[CH2:7][C:2]([CH3:27])([CH3:1])[NH:3][C:4]([CH3:26])([CH3:25])[CH2:5]4)[N:14]=3)[S:19][C:18]=2[CH:20]=1)[CH:31]=[CH2:30].